This data is from Catalyst prediction with 721,799 reactions and 888 catalyst types from USPTO. The task is: Predict which catalyst facilitates the given reaction. (1) Reactant: [NH2:1][C:2]1[C:10]([Br:11])=[CH:9][CH:8]=[CH:7][C:3]=1[C:4]([OH:6])=O.[N:12]([C:15]1[CH:20]=[CH:19][CH:18]=[CH:17][N:16]=1)=[C:13]=[S:14]. Product: [Br:11][C:10]1[CH:9]=[CH:8][CH:7]=[C:3]2[C:2]=1[NH:1][C:13](=[S:14])[N:12]([C:15]1[CH:20]=[CH:19][CH:18]=[CH:17][N:16]=1)[C:4]2=[O:6]. The catalyst class is: 14. (2) Reactant: [O:1]=[C:2]1[C:11]2[C:6]3[C:7](=[CH:12][CH:13]=[CH:14][C:5]=3[C:4](=[O:15])[N:3]1[CH2:16][CH2:17][CH2:18][CH2:19][N:20]1[C:24](=[O:25])[C:23]3[CH:26]=[CH:27][C:28]([C:30]([OH:32])=[O:31])=[CH:29][C:22]=3[S:21]1(=[O:34])=[O:33])[CH:8]=[CH:9][CH:10]=2.[OH-:35].[Na+].Cl. Product: [O:1]=[C:2]1[C:11]2[C:6]3[C:7](=[CH:12][CH:13]=[CH:14][C:5]=3[C:4](=[O:15])[N:3]1[CH2:16][CH2:17][CH2:18][CH2:19][NH:20][S:21]([C:22]1[CH:29]=[C:28]([C:30]([OH:32])=[O:31])[CH:27]=[CH:26][C:23]=1[C:24]([OH:35])=[O:25])(=[O:34])=[O:33])[CH:8]=[CH:9][CH:10]=2. The catalyst class is: 8. (3) Reactant: [F:1][C:2]([F:27])([F:26])[C:3]1[CH:25]=[CH:24][CH:23]=[CH:22][C:4]=1[O:5][CH:6]1[CH2:11][CH2:10][N:9]([C:12]2[N:17]=[N:16][C:15]([C:18]([O:20]C)=O)=[CH:14][CH:13]=2)[CH2:8][CH2:7]1.O.[NH2:29][NH2:30]. Product: [F:27][C:2]([F:1])([F:26])[C:3]1[CH:25]=[CH:24][CH:23]=[CH:22][C:4]=1[O:5][CH:6]1[CH2:7][CH2:8][N:9]([C:12]2[N:17]=[N:16][C:15]([C:18]([NH:29][NH2:30])=[O:20])=[CH:14][CH:13]=2)[CH2:10][CH2:11]1. The catalyst class is: 5. (4) Product: [Cl:1][C:2]1[CH:3]=[C:4]([NH:5][N:9]=[C:15]([C:19]([O:21][CH2:22][CH3:23])=[O:20])[CH2:16][CH2:17][CH2:18][C:14]([OH:13])=[O:24])[CH:6]=[CH:7][CH:8]=1. Reactant: [Cl:1][C:2]1[CH:3]=[C:4]([CH:6]=[CH:7][CH:8]=1)[NH2:5].[N:9]([O-])=O.[Na+].[O:13]=[C:14]1[CH2:18][CH2:17][CH2:16][CH:15]1[C:19]([O:21][CH2:22][CH3:23])=[O:20].[OH2:24]. The catalyst class is: 33. (5) Reactant: Cl[CH2:2][C:3](=[O:26])[CH2:4][N:5]1[CH2:10][CH2:9][CH:8]([CH:11]([O:18][C:19]2[CH:24]=[CH:23][CH:22]=[C:21]([F:25])[CH:20]=2)[C:12]2[CH:17]=[CH:16][CH:15]=[CH:14][CH:13]=2)[CH2:7][CH2:6]1.C([O-])([O-])=O.[K+].[K+].[Cl:33][C:34]1[CH:35]=[C:36]([N:40]2[CH2:45][CH2:44][NH:43][CH2:42][CH2:41]2)[CH:37]=[CH:38][CH:39]=1. Product: [Cl:33][C:34]1[CH:35]=[C:36]([N:40]2[CH2:45][CH2:44][N:43]([CH2:2][C:3](=[O:26])[CH2:4][N:5]3[CH2:6][CH2:7][CH:8]([CH:11]([O:18][C:19]4[CH:24]=[CH:23][CH:22]=[C:21]([F:25])[CH:20]=4)[C:12]4[CH:17]=[CH:16][CH:15]=[CH:14][CH:13]=4)[CH2:9][CH2:10]3)[CH2:42][CH2:41]2)[CH:37]=[CH:38][CH:39]=1. The catalyst class is: 10. (6) Reactant: [C:1]([O:6][CH2:7][CH2:8][OH:9])(=[O:5])[C:2]([CH3:4])=[CH2:3].[C:10]([OH:14])(=[O:13])[CH:11]=[CH2:12].CS(C)=O.N(C(C1NCCN=1)(C)C)=NC(C1NCCN=1)(C)C. Product: [C:1]([O:6][CH2:7][CH2:8][OH:9])(=[O:5])[C:2]([CH3:4])=[CH2:3].[C:10]([OH:14])(=[O:13])[CH:11]=[CH2:12]. The catalyst class is: 97. (7) Reactant: [CH3:1][O:2][C:3]1[N:11]=[C:10]([O:12][CH3:13])[CH:9]=[CH:8][C:4]=1[C:5]([OH:7])=O.Cl.C(N=C=NCCCN(C)C)C.[NH2:26][CH:27]1[CH2:32][CH2:31][CH:30]([O:33][C:34](=[O:36])[CH3:35])[CH2:29][CH:28]1[C:37]1[CH:42]=[CH:41][C:40]([O:43][CH3:44])=[C:39]([O:45][CH2:46][CH3:47])[CH:38]=1. Product: [CH3:1][O:2][C:3]1[C:4]([C:5]([NH:26][CH:27]2[CH2:32][CH2:31][C@@H:30]([O:33][C:34](=[O:36])[CH3:35])[CH2:29][C@@H:28]2[C:37]2[CH:42]=[CH:41][C:40]([O:43][CH3:44])=[C:39]([O:45][CH2:46][CH3:47])[CH:38]=2)=[O:7])=[CH:8][CH:9]=[C:10]([O:12][CH3:13])[N:11]=1. The catalyst class is: 119. (8) Reactant: [Cl:1][C:2]1[CH:7]=[C:6]2[NH:8][C:9](=[O:39])[C:10]3([CH:15]([C:16]4[CH:21]=[C:20]([F:22])[CH:19]=[CH:18][C:17]=4[O:23][C:24]([C:27]([OH:29])=O)([CH3:26])[CH3:25])[CH2:14][C:13](=[O:30])[NH:12][CH:11]3[C:31]3[CH:36]=[C:35]([F:37])[CH:34]=[CH:33][C:32]=3[CH3:38])[C:5]2=[CH:4][CH:3]=1.C1N=CN(C(N2C=NC=C2)=O)C=1.[CH3:52][S:53]([NH2:56])(=[O:55])=[O:54].[H-].[Na+].Cl. Product: [Cl:1][C:2]1[CH:7]=[C:6]2[NH:8][C:9](=[O:39])[C:10]3([CH:15]([C:16]4[CH:21]=[C:20]([F:22])[CH:19]=[CH:18][C:17]=4[O:23][C:24]([CH3:26])([CH3:25])[C:27]([NH:56][S:53]([CH3:52])(=[O:55])=[O:54])=[O:29])[CH2:14][C:13](=[O:30])[NH:12][CH:11]3[C:31]3[CH:36]=[C:35]([F:37])[CH:34]=[CH:33][C:32]=3[CH3:38])[C:5]2=[CH:4][CH:3]=1. The catalyst class is: 18. (9) The catalyst class is: 291. Reactant: [NH:1]1[CH2:6][CH2:5][NH:4][CH2:3][CH2:2]1.C(=O)([O-])[O-].[K+].[K+].F[C:14]1[CH:19]=[CH:18][C:17]([S:20][C:21]2[CH:26]=[CH:25][CH:24]=[CH:23][CH:22]=2)=[C:16]([N+:27]([O-:29])=[O:28])[CH:15]=1.O. Product: [N+:27]([C:16]1[CH:15]=[C:14]([N:1]2[CH2:6][CH2:5][NH:4][CH2:3][CH2:2]2)[CH:19]=[CH:18][C:17]=1[S:20][C:21]1[CH:22]=[CH:23][CH:24]=[CH:25][CH:26]=1)([O-:29])=[O:28].